This data is from Reaction yield outcomes from USPTO patents with 853,638 reactions. The task is: Predict the reaction yield, written as a fraction of the theoretical maximum amount of product (1.0 means a 100% yield; for example, 0.34 means a 34% yield). (1) The reactants are [OH:1][C@H:2]1[CH2:7][CH2:6][CH2:5][C@@H:4]([NH:8][C:9]2[C:14]([C:15]([O:17]CC)=[O:16])=[CH:13][N:12]=[C:11]([S:20][CH3:21])[N:10]=2)[CH2:3]1.[OH-].[Na+].C(O)(=O)CC(CC(O)=O)(C(O)=O)O. The yield is 0.990. The catalyst is C(O)C. The product is [OH:1][C@H:2]1[CH2:7][CH2:6][CH2:5][C@@H:4]([NH:8][C:9]2[C:14]([C:15]([OH:17])=[O:16])=[CH:13][N:12]=[C:11]([S:20][CH3:21])[N:10]=2)[CH2:3]1. (2) The reactants are [Li]CCCC.[C:6](#[N:8])[CH3:7].[CH3:9][O:10][C:11]1[CH:27]=[CH:26][C:14]([CH2:15][N:16]2[CH:20]=[C:19]([C:21]([O:23]CC)=O)[CH:18]=[N:17]2)=[CH:13][CH:12]=1. The catalyst is C1COCC1. The product is [CH3:9][O:10][C:11]1[CH:12]=[CH:13][C:14]([CH2:15][N:16]2[CH:20]=[C:19]([C:21](=[O:23])[CH2:7][C:6]#[N:8])[CH:18]=[N:17]2)=[CH:26][CH:27]=1. The yield is 0.680. (3) The reactants are CN(C)C(OC(C)(C)C)N(C)C.[C:13]([O:17][CH2:18][CH3:19])(=[O:16])[CH2:14][CH3:15].[CH3:20][N:21]([CH:23]=O)[CH3:22]. No catalyst specified. The product is [CH3:22][N:21]([CH3:20])/[CH:23]=[C:14](\[CH3:15])/[C:13]([O:17][CH2:18][CH3:19])=[O:16]. The yield is 0.300. (4) The reactants are [O:1]([C:8]1[CH:9]=[C:10]([C:14]2[CH:18]=[C:17]([CH2:19][CH2:20][CH:21]=O)[O:16][N:15]=2)[CH:11]=[CH:12][CH:13]=1)[C:2]1[CH:7]=[CH:6][CH:5]=[CH:4][CH:3]=1.[C:23]1([N:29]2[CH2:34][CH2:33][NH:32][CH2:31][CH2:30]2)[CH:28]=[CH:27][CH:26]=[CH:25][CH:24]=1.[BH-](OC(C)=O)(OC(C)=O)OC(C)=O.[Na+]. The catalyst is C(Cl)Cl. The product is [O:1]([C:8]1[CH:13]=[CH:12][CH:11]=[C:10]([C:14]2[CH:18]=[C:17]([CH2:19][CH2:20][CH2:21][N:32]3[CH2:33][CH2:34][N:29]([C:23]4[CH:28]=[CH:27][CH:26]=[CH:25][CH:24]=4)[CH2:30][CH2:31]3)[O:16][N:15]=2)[CH:9]=1)[C:2]1[CH:3]=[CH:4][CH:5]=[CH:6][CH:7]=1. The yield is 1.00. (5) The reactants are O=C1CCC(=O)C1[C:8]([O:10][CH2:11][C:12]1[CH:17]=[CH:16][CH:15]=[CH:14][CH:13]=1)=[O:9].[NH2:18][CH:19]1[CH2:24][CH2:23][CH2:22][CH2:21][CH:20]1[OH:25]. The catalyst is CO. The product is [OH:25][CH:20]1[CH2:21][CH2:22][CH2:23][CH2:24][CH:19]1[NH:18][C:8](=[O:9])[O:10][CH2:11][C:12]1[CH:13]=[CH:14][CH:15]=[CH:16][CH:17]=1. The yield is 0.830. (6) The reactants are [O:1]1[C:5]2=[N:6][CH:7]=[CH:8][CH:9]=[C:4]2[CH2:3][C:2]21[CH:14]1[CH2:15][CH2:16][N:11]([CH2:12][CH2:13]1)[CH2:10]2.C([O-])(=O)C.[Na+].[Br:22]Br.C(=O)([O-])[O-].[Na+].[Na+]. The catalyst is C(O)(=O)C. The product is [Br:22][C:8]1[CH:9]=[C:4]2[CH2:3][C:2]3([CH:14]4[CH2:13][CH2:12][N:11]([CH2:16][CH2:15]4)[CH2:10]3)[O:1][C:5]2=[N:6][CH:7]=1. The yield is 0.810.